From a dataset of Forward reaction prediction with 1.9M reactions from USPTO patents (1976-2016). Predict the product of the given reaction. (1) Given the reactants Br[CH:2]([C:4](=[O:7])[CH2:5][CH3:6])[CH3:3].[C:8]1(=[O:18])[NH:12][C:11](=[O:13])[C:10]2=[CH:14][CH:15]=[CH:16][CH:17]=[C:9]12.[K].C(OCC)(=O)C, predict the reaction product. The product is: [CH3:3][CH:2]([N:12]1[C:8](=[O:18])[C:9]2[C:10](=[CH:14][CH:15]=[CH:16][CH:17]=2)[C:11]1=[O:13])[C:4](=[O:7])[CH2:5][CH3:6]. (2) Given the reactants [CH2:1]([S:5][C:6]1[CH:11]=[CH:10][N+:9]([O-])=[CH:8][CH:7]=1)[CH:2]([CH3:4])[CH3:3].C(OC(=O)C)(=[O:15])C.[OH-].[Na+], predict the reaction product. The product is: [CH2:1]([S:5][C:6]1[CH:11]=[CH:10][NH:9][C:8](=[O:15])[CH:7]=1)[CH:2]([CH3:4])[CH3:3]. (3) Given the reactants [Br:1][C:2]1[CH:3]=[C:4]([CH:7]=[CH:8][C:9]=1[O:10][CH3:11])[CH:5]=[O:6].[C:12](#[N:14])[CH3:13], predict the reaction product. The product is: [Br:1][C:2]1[CH:3]=[C:4]([CH:5]([OH:6])[CH2:13][C:12]#[N:14])[CH:7]=[CH:8][C:9]=1[O:10][CH3:11]. (4) Given the reactants [NH2:1][CH2:2][C:3]1([C:16]2[CH:21]=[CH:20][CH:19]=[C:18]([C:22]3[CH:23]=[N:24][N:25]([CH3:27])[CH:26]=3)[CH:17]=2)[CH2:8][CH2:7][N:6]([C:9]([O:11][C:12]([CH3:15])([CH3:14])[CH3:13])=[O:10])[CH2:5][CH2:4]1.[CH3:28][N:29]([CH3:34])[CH2:30][C:31](O)=[O:32].F[P-](F)(F)(F)(F)F.N1(OC(N(C)C)=[N+](C)C)C2N=CC=CC=2N=N1, predict the reaction product. The product is: [CH3:28][N:29]([CH3:34])[CH2:30][C:31]([NH:1][CH2:2][C:3]1([C:16]2[CH:21]=[CH:20][CH:19]=[C:18]([C:22]3[CH:23]=[N:24][N:25]([CH3:27])[CH:26]=3)[CH:17]=2)[CH2:4][CH2:5][N:6]([C:9]([O:11][C:12]([CH3:15])([CH3:14])[CH3:13])=[O:10])[CH2:7][CH2:8]1)=[O:32]. (5) Given the reactants [Cl:1][C:2]1[C:3]([O:15][CH:16]([C:21]2[CH:22]=[N:23][CH:24]=[CH:25][CH:26]=2)[C:17]([F:20])([F:19])[F:18])=[N:4][C:5]2[C:10]([N:11]=1)=[CH:9][C:8]([N+:12]([O-])=O)=[CH:7][CH:6]=2.[Cl-].[NH4+], predict the reaction product. The product is: [Cl:1][C:2]1[C:3]([O:15][CH:16]([C:21]2[CH:22]=[N:23][CH:24]=[CH:25][CH:26]=2)[C:17]([F:19])([F:20])[F:18])=[N:4][C:5]2[C:10]([N:11]=1)=[CH:9][C:8]([NH2:12])=[CH:7][CH:6]=2.